Dataset: NCI-60 drug combinations with 297,098 pairs across 59 cell lines. Task: Regression. Given two drug SMILES strings and cell line genomic features, predict the synergy score measuring deviation from expected non-interaction effect. (1) Drug 1: CN(C)C1=NC(=NC(=N1)N(C)C)N(C)C. Drug 2: C(CN)CNCCSP(=O)(O)O. Cell line: KM12. Synergy scores: CSS=5.26, Synergy_ZIP=-5.69, Synergy_Bliss=-5.81, Synergy_Loewe=-7.95, Synergy_HSA=-6.45. (2) Drug 1: CN(C)C1=NC(=NC(=N1)N(C)C)N(C)C. Drug 2: C1=CC=C(C=C1)NC(=O)CCCCCCC(=O)NO. Cell line: HCT-15. Synergy scores: CSS=3.72, Synergy_ZIP=0.182, Synergy_Bliss=1.80, Synergy_Loewe=-6.05, Synergy_HSA=-1.20. (3) Drug 1: C1=NC2=C(N=C(N=C2N1C3C(C(C(O3)CO)O)F)Cl)N. Drug 2: CC(C)CN1C=NC2=C1C3=CC=CC=C3N=C2N. Cell line: UO-31. Synergy scores: CSS=15.7, Synergy_ZIP=0.0946, Synergy_Bliss=1.97, Synergy_Loewe=3.95, Synergy_HSA=3.69. (4) Drug 1: CC1=C(C(CCC1)(C)C)C=CC(=CC=CC(=CC(=O)O)C)C. Drug 2: CC(C)(C#N)C1=CC(=CC(=C1)CN2C=NC=N2)C(C)(C)C#N. Cell line: SR. Synergy scores: CSS=6.17, Synergy_ZIP=0.946, Synergy_Bliss=-3.02, Synergy_Loewe=-1.10, Synergy_HSA=-3.86. (5) Drug 1: C1CCN(CC1)CCOC2=CC=C(C=C2)C(=O)C3=C(SC4=C3C=CC(=C4)O)C5=CC=C(C=C5)O. Drug 2: C1=CC=C(C=C1)NC(=O)CCCCCCC(=O)NO. Cell line: SK-MEL-2. Synergy scores: CSS=24.4, Synergy_ZIP=-2.69, Synergy_Bliss=3.79, Synergy_Loewe=-12.5, Synergy_HSA=1.31. (6) Drug 1: C1C(C(OC1N2C=NC3=C(N=C(N=C32)Cl)N)CO)O. Drug 2: C1CN(CCN1C(=O)CCBr)C(=O)CCBr. Cell line: NCI-H522. Synergy scores: CSS=32.6, Synergy_ZIP=-12.1, Synergy_Bliss=-4.60, Synergy_Loewe=0.527, Synergy_HSA=2.09.